From a dataset of Catalyst prediction with 721,799 reactions and 888 catalyst types from USPTO. Predict which catalyst facilitates the given reaction. Reactant: [CH2:1]([CH:3]1[N:12]2[C:7](=[CH:8][C:9](=[O:18])[C:10]([C:13]([O:15]CC)=[O:14])=[CH:11]2)[C:6]2[CH:19]=[C:20]([O:31][CH3:32])[C:21]([O:23][CH2:24][CH2:25][NH:26][S:27]([CH3:30])(=[O:29])=[O:28])=[CH:22][C:5]=2[CH2:4]1)[CH3:2].O[Li].O. Product: [CH2:1]([CH:3]1[N:12]2[C:7](=[CH:8][C:9](=[O:18])[C:10]([C:13]([OH:15])=[O:14])=[CH:11]2)[C:6]2[CH:19]=[C:20]([O:31][CH3:32])[C:21]([O:23][CH2:24][CH2:25][NH:26][S:27]([CH3:30])(=[O:28])=[O:29])=[CH:22][C:5]=2[CH2:4]1)[CH3:2]. The catalyst class is: 24.